This data is from Catalyst prediction with 721,799 reactions and 888 catalyst types from USPTO. The task is: Predict which catalyst facilitates the given reaction. (1) Reactant: Br[C:2]1[CH:7]=[CH:6][C:5]([NH:8][C:9]2[CH:14]=[CH:13][CH:12]=[CH:11][C:10]=2[CH3:15])=[CH:4][CH:3]=1.[O:16]1[C:20]2[CH:21]=[CH:22][C:23](B(O)O)=[CH:24][C:19]=2[CH2:18][CH2:17]1.P([O-])([O-])([O-])=O.[K+].[K+].[K+]. Product: [O:16]1[C:20]2[CH:21]=[CH:22][C:23]([C:2]3[CH:7]=[CH:6][C:5]([NH:8][C:9]4[CH:14]=[CH:13][CH:12]=[CH:11][C:10]=4[CH3:15])=[CH:4][CH:3]=3)=[CH:24][C:19]=2[CH2:18][CH2:17]1. The catalyst class is: 12. (2) Product: [NH2:2][CH2:1][CH2:3][N:4]1[CH2:9][CH2:8][CH:7]([CH2:10][NH:11][C:12](=[O:18])[O:13][C:14]([CH3:16])([CH3:15])[CH3:17])[CH2:6][CH2:5]1. The catalyst class is: 94. Reactant: [C:1]([CH2:3][N:4]1[CH2:9][CH2:8][CH:7]([CH2:10][NH:11][C:12](=[O:18])[O:13][C:14]([CH3:17])([CH3:16])[CH3:15])[CH2:6][CH2:5]1)#[N:2]. (3) Reactant: [NH2:1][C:2]1[N:7]=[CH:6][N:5]=[C:4]([NH:8][C@H:9]([C:11]2[N:16]([C:17]3[CH:22]=[CH:21][CH:20]=[CH:19][CH:18]=3)[C:15](=[O:23])[C:14]3=[C:24]([CH3:27])[CH:25]=[CH:26][N:13]3[N:12]=2)[CH3:10])[C:3]=1Br.[F:29][C:30]1[CH:35]=[C:34](B2OC(C)(C)C(C)(C)O2)[CH:33]=[CH:32][C:31]=1[NH:45][C:46]([NH:48][C:49]1[CH:54]=[CH:53][N:52]=[CH:51][CH:50]=1)=[O:47].C(=O)([O-])[O-].[Cs+].[Cs+]. Product: [NH2:1][C:2]1[C:3]([C:34]2[CH:33]=[CH:32][C:31]([NH:45][C:46]([NH:48][C:49]3[CH:54]=[CH:53][N:52]=[CH:51][CH:50]=3)=[O:47])=[C:30]([F:29])[CH:35]=2)=[C:4]([NH:8][C@H:9]([C:11]2[N:16]([C:17]3[CH:22]=[CH:21][CH:20]=[CH:19][CH:18]=3)[C:15](=[O:23])[C:14]3=[C:24]([CH3:27])[CH:25]=[CH:26][N:13]3[N:12]=2)[CH3:10])[N:5]=[CH:6][N:7]=1. The catalyst class is: 155. (4) Reactant: [C:1]([NH:4][C:5]1[CH:12]=[CH:11][C:8]([CH:9]=O)=[CH:7][CH:6]=1)(=[O:3])[CH3:2].[NH:13]1[CH2:18][CH2:17][CH2:16][CH2:15][CH2:14]1.[BH-](OC(C)=O)(OC(C)=O)OC(C)=O.[Na+].CCN(C(C)C)C(C)C.C([O-])(O)=O.[Na+]. Product: [N:13]1([CH2:9][C:8]2[CH:11]=[CH:12][C:5]([NH:4][C:1](=[O:3])[CH3:2])=[CH:6][CH:7]=2)[CH2:18][CH2:17][CH2:16][CH2:15][CH2:14]1. The catalyst class is: 2. (5) Reactant: Cl[C:2]1[CH:7]=[C:6]([O:8][CH2:9][C:10]#[C:11][CH3:12])[N:5]=[CH:4][N:3]=1.C(=O)([O-])[O-].[K+].[K+].[F:19][C:20]1[C:25]([F:26])=[CH:24][CH:23]=[C:22]([F:27])[C:21]=1[OH:28].[Cl-].[NH4+]. Product: [CH2:9]([O:8][C:6]1[CH:7]=[C:2]([O:28][C:21]2[C:22]([F:27])=[CH:23][CH:24]=[C:25]([F:26])[C:20]=2[F:19])[N:3]=[CH:4][N:5]=1)[C:10]#[C:11][CH3:12]. The catalyst class is: 9.